This data is from Retrosynthesis with 50K atom-mapped reactions and 10 reaction types from USPTO. The task is: Predict the reactants needed to synthesize the given product. (1) Given the product C[C@H]1CC[C@@H](C#N)CN1C(=O)OC(C)(C)C, predict the reactants needed to synthesize it. The reactants are: C[C@H]1CC[C@@H](C(N)=O)CN1C(=O)OC(C)(C)C. (2) Given the product CC(C)c1nnc2ccc(OC3CCC(CC(=O)O)CC3)cn12, predict the reactants needed to synthesize it. The reactants are: CCOC(=O)CC1CCC(Oc2ccc3nnc(C(C)C)n3c2)CC1. (3) Given the product OCCc1cccc(Oc2ccc(F)nc2)c1, predict the reactants needed to synthesize it. The reactants are: OB(O)c1ccc(F)nc1.OCCc1cccc(O)c1. (4) Given the product O=C(NC1CCCC1)c1ccccc1S(=O)(=O)Cc1c(O[C@H](Cn2ccnc2)c2ccccc2)ccc2c1CCCC2=O, predict the reactants needed to synthesize it. The reactants are: NC1CCCC1.O=C(O)c1ccccc1S(=O)(=O)Cc1c(O[C@H](Cn2ccnc2)c2ccccc2)ccc2c1CCCC2=O. (5) The reactants are: CCSc1cccc(B(O)O)c1.Nc1cc(F)c(Br)c(F)c1. Given the product CCSc1cccc(-c2c(F)cc(N)cc2F)c1, predict the reactants needed to synthesize it. (6) The reactants are: CCOC(=O)Cl.NCC(CCO)c1ccc(F)c(F)c1. Given the product CCOC(=O)NCC(CCO)c1ccc(F)c(F)c1, predict the reactants needed to synthesize it. (7) Given the product C[C@H]1C[C@H](O)CC2=CC[C@H]3[C@@H]4CC[C@H](O)[C@@]4(C)CC[C@@H]3[C@]21CO, predict the reactants needed to synthesize it. The reactants are: C[C@H]1CC(=O)CC2=CC[C@H]3[C@@H]4CC[C@H](O)[C@@]4(C)CC[C@@H]3[C@]21CO.